Dataset: Forward reaction prediction with 1.9M reactions from USPTO patents (1976-2016). Task: Predict the product of the given reaction. (1) The product is: [O:26]=[C:22]([CH3:21])[CH2:23][C:24]([O:10][CH2:9][C:8]([CH3:12])([CH3:11])[CH2:7][O:6][C:1](=[O:5])[C:2]([CH3:4])=[CH2:3])=[O:25]. Given the reactants [C:1]([O:6][CH2:7][C:8]([CH3:12])([CH3:11])[CH2:9][OH:10])(=[O:5])[C:2]([CH3:4])=[CH2:3].C1(C=CC(O)=CC=1)O.[CH2:21]=[C:22]1[O:26][C:24](=[O:25])[CH2:23]1, predict the reaction product. (2) Given the reactants [C:1]1([NH2:8])[CH:6]=[CH:5][CH:4]=[CH:3][C:2]=1[NH2:7].[C:9]1(=[O:15])[NH:13][C:12](=[O:14])[CH:11]=[CH:10]1, predict the reaction product. The product is: [O:15]=[C:9]1[NH:8][C:1]2[C:2](=[CH:3][CH:4]=[CH:5][CH:6]=2)[NH:7][CH:10]1[CH2:11][C:12]([NH2:13])=[O:14]. (3) Given the reactants [CH3:1][O:2][C:3](=[O:22])[C:4]1[CH:9]=[CH:8][C:7]([C:10]([F:13])([F:12])[F:11])=[C:6](OS(C(F)(F)F)(=O)=O)[CH:5]=1.[CH3:23][CH:24]([CH3:30])[CH2:25]OB(O)O.C(=O)([O-])[O-].[Cs+].[Cs+], predict the reaction product. The product is: [CH3:1][O:2][C:3](=[O:22])[C:4]1[CH:9]=[CH:8][C:7]([C:10]([F:13])([F:12])[F:11])=[C:6]([CH2:23][CH:24]([CH3:30])[CH3:25])[CH:5]=1. (4) Given the reactants Cl[C:2]1[S:6][N:5]=[C:4]([C:7]2[CH:12]=[CH:11][CH:10]=[CH:9][N:8]=2)[N:3]=1.FC(F)(F)C(O)=O.[O:20]1[C:24]2[CH:25]=[CH:26][CH:27]=[CH:28][C:23]=2[C:22]([NH:29][C:30]([N:32]2[CH2:37][CH2:36][NH:35][CH2:34][CH2:33]2)=[O:31])=[N:21]1.C(N(CC)CC)C.O, predict the reaction product. The product is: [O:20]1[C:24]2[CH:25]=[CH:26][CH:27]=[CH:28][C:23]=2[C:22]([NH:29][C:30]([N:32]2[CH2:37][CH2:36][N:35]([C:2]3[S:6][N:5]=[C:4]([C:7]4[CH:12]=[CH:11][CH:10]=[CH:9][N:8]=4)[N:3]=3)[CH2:34][CH2:33]2)=[O:31])=[N:21]1. (5) Given the reactants C(P(C(C)(C)C)C1C=CC2C(=CC=CC=2)C=1C1C2C(=CC=CC=2)C=CC=1)(C)(C)C.[C:30]1([C:36]2[CH:37]=[CH:38][C:39]3[N:40]([C:42]([CH2:45][OH:46])=[N:43][N:44]=3)[N:41]=2)[CH:35]=[CH:34][CH:33]=[CH:32][CH:31]=1.Cl[C:48]1[C:57]2[C:52](=[CH:53][C:54]([O:58][CH3:59])=[CH:55][CH:56]=2)[N:51]=[CH:50][C:49]=1[F:60].C(=O)([O-])[O-].[Cs+].[Cs+], predict the reaction product. The product is: [F:60][C:49]1[CH:50]=[N:51][C:52]2[C:57]([C:48]=1[O:46][CH2:45][C:42]1[N:40]3[N:41]=[C:36]([C:30]4[CH:31]=[CH:32][CH:33]=[CH:34][CH:35]=4)[CH:37]=[CH:38][C:39]3=[N:44][N:43]=1)=[CH:56][CH:55]=[C:54]([O:58][CH3:59])[CH:53]=2.